Dataset: Aqueous solubility values for 9,982 compounds from the AqSolDB database. Task: Regression/Classification. Given a drug SMILES string, predict its absorption, distribution, metabolism, or excretion properties. Task type varies by dataset: regression for continuous measurements (e.g., permeability, clearance, half-life) or binary classification for categorical outcomes (e.g., BBB penetration, CYP inhibition). For this dataset (solubility_aqsoldb), we predict Y. (1) The molecule is CCCCCCCCNCC(O)CO. The Y is -2.22 log mol/L. (2) The compound is NS(=O)(=O)c1ccc(Nc2ccnc(NS(=O)(=O)c3ccc(Br)cc3)n2)cc1. The Y is -2.62 log mol/L. (3) The drug is CCOc1ccccc1O. The Y is -1.17 log mol/L. (4) The compound is CCCN(CCC)c1c([N+](=O)[O-])cc(C)cc1[N+](=O)[O-]. The Y is -2.97 log mol/L. (5) The drug is CCCCCCCCCCCCCCCCOC(C)=O. The Y is -7.40 log mol/L.